From a dataset of Forward reaction prediction with 1.9M reactions from USPTO patents (1976-2016). Predict the product of the given reaction. Given the reactants [CH3:1][C:2]1[CH:9]=[C:8]([C:10]2[CH:14]=[CH:13][NH:12][N:11]=2)[CH:7]=[CH:6][C:3]=1[C:4]#[N:5].Br[CH2:16][C@H:17]([N:19]1[C:27](=[O:28])[C:26]2[C:21](=[CH:22][CH:23]=[CH:24][CH:25]=2)[C:20]1=[O:29])[CH3:18], predict the reaction product. The product is: [O:29]=[C:20]1[C:21]2[C:26](=[CH:25][CH:24]=[CH:23][CH:22]=2)[C:27](=[O:28])[N:19]1[C@H:17]([CH3:18])[CH2:16][N:12]1[CH:13]=[CH:14][C:10]([C:8]2[CH:7]=[CH:6][C:3]([C:4]#[N:5])=[C:2]([CH3:1])[CH:9]=2)=[N:11]1.